This data is from Catalyst prediction with 721,799 reactions and 888 catalyst types from USPTO. The task is: Predict which catalyst facilitates the given reaction. (1) Reactant: [C:1]([O:18][CH2:19][CH2:20][C:21]1[CH:26]=[CH:25][C:24]([OH:27])=[C:23](C=O)[CH:22]=1)(=[O:17])[CH2:2][CH2:3][CH2:4][CH2:5][CH2:6][CH2:7][CH2:8][CH2:9][CH2:10][CH2:11][CH2:12][CH2:13][CH2:14][CH2:15][CH3:16].[OH-:30].[K+].OO. Product: [C:1]([O:18][CH2:19][CH2:20][C:21]1[CH:26]=[CH:25][C:24]([OH:27])=[C:23]([OH:30])[CH:22]=1)(=[O:17])[CH2:2][CH2:3][CH2:4][CH2:5][CH2:6][CH2:7][CH2:8][CH2:9][CH2:10][CH2:11][CH2:12][CH2:13][CH2:14][CH2:15][CH3:16]. The catalyst class is: 252. (2) Reactant: [C:1]([C@@:3]1([OH:19])[C@H:7]([OH:8])[C@@H:6]([CH2:9][OH:10])[O:5][C@H:4]1[N:11]1[CH:16]=[CH:15][C:14](=[O:17])[NH:13][C:12]1=[O:18])#[CH:2].C([Mg]Cl)(C)(C)C.[Cl:26][C:27]1[CH:58]=[CH:57][C:30]([O:31][P:32]([NH:46][C@@H:47]([CH3:56])[C:48]([O:50][CH:51]([CH2:54][CH3:55])[CH2:52][CH3:53])=[O:49])(OC2C(F)=C(F)C(F)=C(F)C=2F)=[O:33])=[CH:29][CH:28]=1. Product: [Cl:26][C:27]1[CH:28]=[CH:29][C:30]([O:31][P:32]([NH:46][C@@H:47]([CH3:56])[C:48]([O:50][CH:51]([CH2:52][CH3:53])[CH2:54][CH3:55])=[O:49])([O:10][CH2:9][C@@H:6]2[C@@H:7]([OH:8])[C@@:3]([C:1]#[CH:2])([OH:19])[C@H:4]([N:11]3[CH:16]=[CH:15][C:14](=[O:17])[NH:13][C:12]3=[O:18])[O:5]2)=[O:33])=[CH:57][CH:58]=1. The catalyst class is: 1. (3) Reactant: Cl[C:2]1[C:3]2[C:10]([C:11]3[CH:16]=[CH:15][CH:14]=[CH:13][CH:12]=3)=[CH:9][S:8][C:4]=2[N:5]=[CH:6][N:7]=1.[CH2:17]([NH2:23])[C:18]1[O:22][CH:21]=[CH:20][CH:19]=1.C(N(CC)CC)C.C(O)C. Product: [O:22]1[CH:21]=[CH:20][CH:19]=[C:18]1[CH2:17][NH:23][C:2]1[C:3]2[C:10]([C:11]3[CH:16]=[CH:15][CH:14]=[CH:13][CH:12]=3)=[CH:9][S:8][C:4]=2[N:5]=[CH:6][N:7]=1. The catalyst class is: 6. (4) Reactant: [Br:1][C:2]1[CH:3]=[C:4]2[C:8](=[CH:9][CH:10]=1)[NH:7][N:6]=[CH:5]2.[CH3:11][C:12]([O:15][C:16](O[C:16]([O:15][C:12]([CH3:14])([CH3:13])[CH3:11])=[O:17])=[O:17])([CH3:14])[CH3:13].C(N(CC)CC)C. Product: [Br:1][C:2]1[CH:3]=[C:4]2[C:8](=[CH:9][CH:10]=1)[N:7]([C:16]([O:15][C:12]([CH3:14])([CH3:13])[CH3:11])=[O:17])[N:6]=[CH:5]2. The catalyst class is: 599. (5) Reactant: Br[C:2]1[C:11]2[C:6](=[CH:7][CH:8]=[CH:9][CH:10]=2)[C:5](=[O:12])[O:4][C:3]=1[CH:13]([OH:15])[CH3:14].CC1(C)C(C)(C)OB([C:24]2[S:28][C:27]([CH2:29][N:30]3[CH2:35][CH2:34][O:33][CH2:32][CH2:31]3)=[CH:26][CH:25]=2)O1.C([O-])([O-])=O.[Cs+].[Cs+]. Product: [OH:15][CH:13]([C:3]1[O:4][C:5](=[O:12])[C:6]2[C:11]([C:2]=1[C:24]1[S:28][C:27]([CH2:29][N:30]3[CH2:31][CH2:32][O:33][CH2:34][CH2:35]3)=[CH:26][CH:25]=1)=[CH:10][CH:9]=[CH:8][CH:7]=2)[CH3:14]. The catalyst class is: 73. (6) Reactant: C[O:2][C:3]1[CH:34]=[CH:33][CH:32]=[CH:31][C:4]=1[C:5]([NH:7][C:8]1[CH:13]=[CH:12][C:11]([N:14]2[C:20](=[O:21])[CH2:19][C:18](=[O:22])[NH:17][C:16]3[C:23]4[C:28]([CH:29]=[CH:30][C:15]2=3)=[CH:27][CH:26]=[CH:25][CH:24]=4)=[CH:10][CH:9]=1)=[O:6].B(Br)(Br)Br.N. Product: [OH:2][C:3]1[CH:34]=[CH:33][CH:32]=[CH:31][C:4]=1[C:5]([NH:7][C:8]1[CH:9]=[CH:10][C:11]([N:14]2[C:20](=[O:21])[CH2:19][C:18](=[O:22])[NH:17][C:16]3[C:23]4[C:28]([CH:29]=[CH:30][C:15]2=3)=[CH:27][CH:26]=[CH:25][CH:24]=4)=[CH:12][CH:13]=1)=[O:6]. The catalyst class is: 4. (7) Reactant: C([O:3][C:4](=[O:36])[C:5]1[CH:10]=[C:9]([C:11]2[CH:12]=[C:13]3[C:19]([C:20]4[CH:25]=[CH:24][CH:23]=[CH:22][C:21]=4[O:26][CH3:27])=[N:18][N:17](COCC[Si](C)(C)C)[C:14]3=[N:15][CH:16]=2)[CH:8]=[N:7][CH:6]=1)C.[F-].C([N+](CCCC)(CCCC)CCCC)CCC. Product: [CH3:27][O:26][C:21]1[CH:22]=[CH:23][CH:24]=[CH:25][C:20]=1[C:19]1[C:13]2[C:14](=[N:15][CH:16]=[C:11]([C:9]3[CH:8]=[N:7][CH:6]=[C:5]([CH:10]=3)[C:4]([OH:36])=[O:3])[CH:12]=2)[NH:17][N:18]=1. The catalyst class is: 1. (8) Reactant: [NH:1]1[CH:5]([C:6](O)=O)[CH2:4][CH2:3][C:2]1=[O:9].[CH3:10][C:11]1[CH:16]=C[CH:14]=[CH:13][C:12]=1[O:17][CH3:18].O=P12OP3(OP(OP(O3)(O1)=O)(=O)O2)=O.CS(O)(=O)=O. Product: [CH3:18][O:17][C:12]1[CH:13]=[CH:14][C:6]([CH:5]2[NH:1][C:2](=[O:9])[CH2:3][CH2:4]2)=[CH:10][C:11]=1[CH3:16]. The catalyst class is: 34. (9) Reactant: [CH3:1][C:2]1[CH:7]=[C:6]([NH:8][C:9]2[CH:14]=[C:13]([C:15]([F:18])([F:17])[F:16])[CH:12]=[CH:11][N:10]=2)[N:5]=[C:4]([C:19]2[CH:20]=[N:21][C:22]([C:25]([CH:27]3[CH2:32][CH2:31][CH:30]([C:33]([O:35]C)=[O:34])[CH2:29][CH2:28]3)=O)=[CH:23][CH:24]=2)[CH:3]=1.[OH-].[K+].NN. Product: [CH3:1][C:2]1[CH:7]=[C:6]([NH:8][C:9]2[CH:14]=[C:13]([C:15]([F:17])([F:16])[F:18])[CH:12]=[CH:11][N:10]=2)[N:5]=[C:4]([C:19]2[CH:20]=[N:21][C:22]([CH2:25][C@H:27]3[CH2:32][CH2:31][C@H:30]([C:33]([OH:35])=[O:34])[CH2:29][CH2:28]3)=[CH:23][CH:24]=2)[CH:3]=1.[CH3:1][C:2]1[CH:7]=[C:6]([NH:8][C:9]2[CH:14]=[C:13]([C:15]([F:17])([F:16])[F:18])[CH:12]=[CH:11][N:10]=2)[N:5]=[C:4]([C:19]2[CH:20]=[N:21][C:22]([CH2:25][C@@H:27]3[CH2:32][CH2:31][C@H:30]([C:33]([OH:35])=[O:34])[CH2:29][CH2:28]3)=[CH:23][CH:24]=2)[CH:3]=1. The catalyst class is: 16. (10) Reactant: [O:1]=[C:2]1[NH:6][CH2:5][C@@H:4]([C:7]([O:9][CH2:10][C:11]2[CH:16]=[CH:15][CH:14]=[CH:13][CH:12]=2)=[O:8])[N:3]1[C:17]([O:19][CH2:20][C:21]1[CH:26]=[CH:25][CH:24]=[CH:23][CH:22]=1)=[O:18].[C:27]([O-])([O-])=O.[K+].[K+].CI. Product: [CH3:27][N:6]1[CH2:5][C@@H:4]([C:7]([O:9][CH2:10][C:11]2[CH:16]=[CH:15][CH:14]=[CH:13][CH:12]=2)=[O:8])[N:3]([C:17]([O:19][CH2:20][C:21]2[CH:26]=[CH:25][CH:24]=[CH:23][CH:22]=2)=[O:18])[C:2]1=[O:1]. The catalyst class is: 21.